From a dataset of Reaction yield outcomes from USPTO patents with 853,638 reactions. Predict the reaction yield, written as a fraction of the theoretical maximum amount of product (1.0 means a 100% yield; for example, 0.34 means a 34% yield). The catalyst is CS(C)=O. The product is [CH:13]1([CH2:18][O:19][C:6]([N:43]2[CH2:44][CH2:45][CH:40]([O:39][C:38]3[N:37]=[CH:36][N:35]=[C:34]4[N:30]([C:27]5[CH:28]=[CH:29][C:24]([S:21]([CH3:20])(=[O:22])=[O:23])=[CH:25][CH:26]=5)[N:31]=[CH:32][C:33]=34)[CH2:41][CH2:42]2)=[O:7])[CH2:17][CH2:16][CH2:15][CH2:14]1. The yield is 0.290. The reactants are N1([C:6](N2C=CN=C2)=[O:7])C=CN=C1.[CH:13]1([CH2:18][OH:19])[CH2:17][CH2:16][CH2:15][CH2:14]1.[CH3:20][S:21]([C:24]1[CH:29]=[CH:28][C:27]([N:30]2[C:34]3=[N:35][CH:36]=[N:37][C:38]([O:39][CH:40]4[CH2:45][CH2:44][NH:43][CH2:42][CH2:41]4)=[C:33]3[CH:32]=[N:31]2)=[CH:26][CH:25]=1)(=[O:23])=[O:22].C(N(CC)CC)C.